From a dataset of Reaction yield outcomes from USPTO patents with 853,638 reactions. Predict the reaction yield, written as a fraction of the theoretical maximum amount of product (1.0 means a 100% yield; for example, 0.34 means a 34% yield). (1) The reactants are C(OC([N:8]1[CH2:13][CH2:12][N:11]([C:14]2[C:19]([NH2:20])=[N:18][CH:17]=[C:16]([O:21][CH2:22][C:23]3[CH:28]=[CH:27][CH:26]=[C:25]([Cl:29])[CH:24]=3)[N:15]=2)[CH2:10][CH2:9]1)=O)(C)(C)C.Cl. The catalyst is O1CCOCC1. The product is [Cl:29][C:25]1[CH:24]=[C:23]([CH:28]=[CH:27][CH:26]=1)[CH2:22][O:21][C:16]1[N:15]=[C:14]([N:11]2[CH2:10][CH2:9][NH:8][CH2:13][CH2:12]2)[C:19]([NH2:20])=[N:18][CH:17]=1. The yield is 0.170. (2) The catalyst is C1COCC1.O. The yield is 0.770. The product is [CH3:25][C:7]1[N:8]=[C:9]([CH2:11][C:12]2[CH:13]=[CH:14][C:15]([CH2:18][N:19]3[CH:23]=[C:22]([CH3:24])[CH:21]=[N:20]3)=[CH:16][CH:17]=2)[S:10][C:6]=1[C:4]([OH:5])=[O:3]. The reactants are C([O:3][C:4]([C:6]1[S:10][C:9]([CH2:11][C:12]2[CH:17]=[CH:16][C:15]([CH2:18][N:19]3[CH:23]=[C:22]([CH3:24])[CH:21]=[N:20]3)=[CH:14][CH:13]=2)=[N:8][C:7]=1[CH3:25])=[O:5])C.[OH-].[Na+]. (3) The reactants are Cl[CH2:2][CH2:3][S:4](Cl)(=[O:6])=[O:5].Cl.Cl.[CH:10]1([C:16]2[NH:20][C:19](=[O:21])[C:18]3([CH2:26][CH2:25][NH:24][CH2:23][CH2:22]3)[N:17]=2)[CH2:15][CH2:14][CH2:13][CH2:12][CH2:11]1.C(N(CC)CC)C.N#N. The catalyst is C(Cl)Cl. The product is [CH:10]1([C:16]2[NH:20][C:19](=[O:21])[C:18]3([CH2:22][CH2:23][N:24]([S:4]([CH:3]=[CH2:2])(=[O:6])=[O:5])[CH2:25][CH2:26]3)[N:17]=2)[CH2:11][CH2:12][CH2:13][CH2:14][CH2:15]1. The yield is 0.660. (4) The reactants are [CH3:1][O:2][CH2:3][CH2:4][O:5][CH2:6][C:7]([C:10]1[CH:15]=[CH:14][C:13]([N+:16]([O-])=O)=[CH:12][CH:11]=1)([CH3:9])[CH3:8]. The catalyst is CO.[Ni]. The product is [CH3:1][O:2][CH2:3][CH2:4][O:5][CH2:6][C:7]([C:10]1[CH:15]=[CH:14][C:13]([NH2:16])=[CH:12][CH:11]=1)([CH3:9])[CH3:8]. The yield is 0.770. (5) The reactants are FC(F)(F)S(O[C:7]1[CH:12]=[C:11]([O:13][CH:14]2[CH2:19][CH2:18][CH2:17][CH2:16][O:15]2)[CH:10]=[C:9]([F:20])[C:8]=1[CH:21]=[O:22])(=O)=O.CC([O-])=O.[K+].[B:30]1([B:30]2[O:34][C:33]([CH3:36])([CH3:35])[C:32]([CH3:38])([CH3:37])[O:31]2)[O:34][C:33]([CH3:36])([CH3:35])[C:32]([CH3:38])([CH3:37])[O:31]1. The catalyst is O1CCOCC1.C1C=CC(P(C2C=CC=CC=2)[C-]2C=CC=C2)=CC=1.C1C=CC(P(C2C=CC=CC=2)[C-]2C=CC=C2)=CC=1.Cl[Pd]Cl.[Fe+2]. The product is [F:20][C:9]1[CH:10]=[C:11]([O:13][CH:14]2[CH2:19][CH2:18][CH2:17][CH2:16][O:15]2)[CH:12]=[C:7]([B:30]2[O:34][C:33]([CH3:36])([CH3:35])[C:32]([CH3:38])([CH3:37])[O:31]2)[C:8]=1[CH:21]=[O:22]. The yield is 0.587. (6) The reactants are [Si:1]([O:8][CH2:9][C:10]1[CH:11]=[C:12]([CH:24]=[C:25]([CH2:27][O:28][Si:29]([C:32]([CH3:35])([CH3:34])[CH3:33])([CH3:31])[CH3:30])[CH:26]=1)[NH:13][CH2:14][CH2:15][O:16][CH2:17][CH2:18][O:19][CH2:20][CH2:21][O:22][CH3:23])([C:4]([CH3:7])([CH3:6])[CH3:5])([CH3:3])[CH3:2].[CH3:36][S:37][S:38][C:39]([CH3:43])([CH3:42])[CH:40]=O.C(O[BH-](OC(=O)C)OC(=O)C)(=O)C.[Na+].S([O-])([O-])(=O)=O.[Mg+2]. The catalyst is ClCCCl.[Cl-].[Zn+2].[Cl-]. The product is [Si:1]([O:8][CH2:9][C:10]1[CH:11]=[C:12]([CH:24]=[C:25]([CH2:27][O:28][Si:29]([C:32]([CH3:35])([CH3:34])[CH3:33])([CH3:30])[CH3:31])[CH:26]=1)[N:13]([CH2:14][CH2:15][O:16][CH2:17][CH2:18][O:19][CH2:20][CH2:21][O:22][CH3:23])[CH2:40][C:39]([CH3:43])([S:38][S:37][CH3:36])[CH3:42])([C:4]([CH3:5])([CH3:7])[CH3:6])([CH3:3])[CH3:2]. The yield is 0.400.